Task: Predict which catalyst facilitates the given reaction.. Dataset: Catalyst prediction with 721,799 reactions and 888 catalyst types from USPTO (1) Reactant: [C:1]([O:6][CH2:7][C:8]1[CH:13]=[CH:12][CH:11]=[CH:10][CH:9]=1)(=[O:5])[C:2]([CH3:4])=[CH2:3].[C:14]([OH:19])(=[O:18])[C:15]([CH3:17])=[CH2:16].N(C(C)(C)C(OC)=O)=NC(C)(C)C(OC)=O. Product: [C:1]([O:6][CH2:7][C:8]1[CH:9]=[CH:10][CH:11]=[CH:12][CH:13]=1)(=[O:5])[C:2]([CH3:4])=[CH2:3].[C:14]([OH:19])(=[O:18])[C:15]([CH3:17])=[CH2:16]. The catalyst class is: 16. (2) Reactant: Cl.[F:2][C:3]1[CH:8]=[CH:7][C:6]([CH:9]([C:17]2[CH:22]=[CH:21][C:20]([F:23])=[CH:19][CH:18]=2)[CH:10]2[C:15](=[O:16])[CH2:14][CH2:13][NH:12][CH2:11]2)=[CH:5][CH:4]=1.[N+:24]([C:27]1[CH:34]=[CH:33][CH:32]=[CH:31][C:28]=1[CH2:29]Br)([O-:26])=[O:25].C(=O)([O-])[O-].[K+].[K+]. Product: [F:2][C:3]1[CH:8]=[CH:7][C:6]([CH:9]([C:17]2[CH:18]=[CH:19][C:20]([F:23])=[CH:21][CH:22]=2)[CH:10]2[C:15](=[O:16])[CH2:14][CH2:13][N:12]([CH2:29][C:28]3[CH:31]=[CH:32][CH:33]=[CH:34][C:27]=3[N+:24]([O-:26])=[O:25])[CH2:11]2)=[CH:5][CH:4]=1. The catalyst class is: 9. (3) Reactant: [H-].[Al+3].[Li+].[H-].[H-].[H-].[Br:7][C:8]1[CH:13]=[CH:12][C:11]([C:14]2[N:15]=[C:16]([NH:19][C:20]3([C:24](OCC)=[O:25])[CH2:23][CH2:22][CH2:21]3)[S:17][CH:18]=2)=[CH:10][CH:9]=1.O.[OH-].[Na+]. Product: [Br:7][C:8]1[CH:9]=[CH:10][C:11]([C:14]2[N:15]=[C:16]([NH:19][C:20]3([CH2:24][OH:25])[CH2:23][CH2:22][CH2:21]3)[S:17][CH:18]=2)=[CH:12][CH:13]=1. The catalyst class is: 7. (4) The catalyst class is: 16. Product: [I:21][C:7]1[N:6]=[C:5]([O:2][CH3:1])[C:10]([O:11][CH2:12][C:13]2[CH:18]=[CH:17][C:16]([O:19][CH3:20])=[CH:15][CH:14]=2)=[CH:9][CH:8]=1. Reactant: [CH3:1][O-:2].[Na+].Br[C:5]1[C:10]([O:11][CH2:12][C:13]2[CH:18]=[CH:17][C:16]([O:19][CH3:20])=[CH:15][CH:14]=2)=[CH:9][CH:8]=[C:7]([I:21])[N:6]=1.O. (5) Reactant: C([O:8][C:9]1[C:17]2[N:16]=[C:15]([CH3:18])[N:14]([S:19]([C:22]3[CH:27]=[CH:26][C:25]([CH3:28])=[CH:24][CH:23]=3)(=[O:21])=[O:20])[C:13]=2[CH:12]=[C:11]([C:29]([N:31]([CH3:33])[CH3:32])=[O:30])[CH:10]=1)C1C=CC=CC=1. Product: [OH:8][C:9]1[C:17]2[N:16]=[C:15]([CH3:18])[N:14]([S:19]([C:22]3[CH:23]=[CH:24][C:25]([CH3:28])=[CH:26][CH:27]=3)(=[O:21])=[O:20])[C:13]=2[CH:12]=[C:11]([C:29]([N:31]([CH3:33])[CH3:32])=[O:30])[CH:10]=1. The catalyst class is: 304. (6) Reactant: [NH2:1][C@H:2]([C:6]1[CH:11]=[CH:10][CH:9]=[CH:8][CH:7]=1)[C:3]([OH:5])=[O:4].Br[CH2:13][CH2:14][CH2:15][CH2:16]Br.C(=O)([O-])[O-].[Na+].[Na+]. Product: [C:6]1([C@@H:2]([N:1]2[CH2:16][CH2:15][CH2:14][CH2:13]2)[C:3]([OH:5])=[O:4])[CH:11]=[CH:10][CH:9]=[CH:8][CH:7]=1. The catalyst class is: 8. (7) Reactant: [NH2:1][C@H:2]([C:7]([OH:9])=[O:8])[CH2:3][C:4]([OH:6])=[O:5].[CH:10](N)=[O:11]. Product: [CH:10]([NH:1][C@H:2]([C:7]([OH:9])=[O:8])[CH2:3][C:4]([OH:6])=[O:5])=[O:11]. The catalyst class is: 6. (8) Reactant: [N:1]1[CH:6]=[CH:5][C:4]([CH:7]2[C:15](=[O:16])[C:14]3[C:9](=[CH:10][CH:11]=[CH:12][CH:13]=3)[C:8]2=O)=[N:3][CH:2]=1.O.[NH2:19][NH2:20]. Product: [N:1]1[CH:6]=[CH:5][C:4]([CH2:7][C:8]2[C:9]3[C:14](=[CH:13][CH:12]=[CH:11][CH:10]=3)[C:15](=[O:16])[NH:20][N:19]=2)=[N:3][CH:2]=1. The catalyst class is: 8. (9) Reactant: P([O-])([O-])(O)=O.[K+].[K+].[Cl:8][C:9]1[CH:10]=[CH:11][CH:12]=[C:13]2[C:18]=1[N:17]=[CH:16][C:15]([SH:19])=[CH:14]2.II. Product: [Cl:8][C:9]1[CH:10]=[CH:11][CH:12]=[C:13]2[C:18]=1[N:17]=[CH:16][C:15]([S:19][S:19][C:15]1[CH:16]=[N:17][C:18]3[C:13]([CH:14]=1)=[CH:12][CH:11]=[CH:10][C:9]=3[Cl:8])=[CH:14]2. The catalyst class is: 4.